Dataset: Forward reaction prediction with 1.9M reactions from USPTO patents (1976-2016). Task: Predict the product of the given reaction. (1) Given the reactants C[O:2][C:3]([C:5]1[C:6]([C:14]2[CH:19]=[CH:18][CH:17]=[CH:16][C:15]=2[N+:20]([O-:22])=[O:21])=[CH:7][CH:8]=[C:9]([C:11](=[S:13])[NH2:12])[CH:10]=1)=[O:4].[F:23][C:24]1[CH:25]=[C:26]([CH:31]=[CH:32][CH:33]=1)[C:27](=O)[CH2:28]Br, predict the reaction product. The product is: [F:23][C:24]1[CH:25]=[C:26]([C:27]2[N:12]=[C:11]([C:9]3[CH:10]=[C:5]([C:3]([OH:2])=[O:4])[C:6]([C:14]4[CH:19]=[CH:18][CH:17]=[CH:16][C:15]=4[N+:20]([O-:22])=[O:21])=[CH:7][CH:8]=3)[S:13][CH:28]=2)[CH:31]=[CH:32][CH:33]=1. (2) Given the reactants Br[C:2]1[C:3]2[N:4]([N:8]=[C:9](Cl)[N:10]=2)[CH:5]=[CH:6][CH:7]=1.[NH:12]1[C:21]2[C:16](=[CH:17][CH:18]=[CH:19][CH:20]=2)[CH2:15][CH2:14][CH2:13]1, predict the reaction product. The product is: [N:10]1[C:9]([N:12]2[C:21]3[C:16](=[CH:17][CH:18]=[CH:19][CH:20]=3)[CH2:15][CH2:14][CH2:13]2)=[N:8][N:4]2[C:5]([N:12]3[C:21]4[C:16](=[CH:17][CH:18]=[CH:19][CH:20]=4)[CH2:15][CH2:14][CH2:13]3)=[CH:6][CH:7]=[CH:2][C:3]=12. (3) Given the reactants [CH3:1][O:2][C:3]([CH:5]1[CH2:10][C:9](=[O:11])[CH2:8][C:7](=O)[CH2:6]1)=[O:4].N/[CH:14]=[CH:15]\[C:16](=O)[C:17]([F:20])([F:19])[F:18].FC(F)(F)C(O)=O.FC(F)(F)C([O-])=O.[NH4+:36], predict the reaction product. The product is: [CH3:1][O:2][C:3]([CH:5]1[CH2:6][C:7]2[N:36]=[C:16]([C:17]([F:20])([F:19])[F:18])[CH:15]=[CH:14][C:8]=2[C:9](=[O:11])[CH2:10]1)=[O:4]. (4) Given the reactants CC1(C)CC(C[N:10]=[C:11]=[O:12])(C)CC(N=C=O)C1.[C:17]([O:21]CCO)(=[O:20])[CH:18]=[CH2:19].CC1C=C(C(C)(C)C)[C:29]([OH:36])=[C:28](C(C)(C)C)C=1.CCCCCCCCCCCC(O[Sn](OC(CCCCCCCCCCC)=O)(CCCC)CCCC)=O, predict the reaction product. The product is: [C:17]([OH:21])(=[O:20])[CH:18]=[CH2:19].[NH2:10][C:11]([O:36][CH2:29][CH3:28])=[O:12]. (5) The product is: [CH:21]1([N:19]2[CH2:18][CH2:17][N:16]([C:25](=[O:27])[CH2:26][N:9]3[CH2:10][CH2:11][C:5]4[CH:4]=[C:3]([O:2][CH3:1])[CH:13]=[CH:12][C:6]=4[CH2:7][CH2:8]3)[CH2:15][CH2:20]2)[CH2:24][CH2:23][CH2:22]1. Given the reactants [CH3:1][O:2][C:3]1[CH:13]=[CH:12][C:6]2[CH2:7][CH2:8][NH:9][CH2:10][CH2:11][C:5]=2[CH:4]=1.Cl[CH:15]1[CH2:20][N:19]([CH:21]2[CH2:24][CH2:23][CH2:22]2)[CH2:18][CH2:17][NH:16]1.[C:25](N)(=[O:27])[CH3:26].C([O-])([O-])=O.[K+].[K+].[Na+].[I-], predict the reaction product.